Dataset: Peptide-MHC class I binding affinity with 185,985 pairs from IEDB/IMGT. Task: Regression. Given a peptide amino acid sequence and an MHC pseudo amino acid sequence, predict their binding affinity value. This is MHC class I binding data. (1) The peptide sequence is KFLWEWASA. The MHC is Patr-A0901 with pseudo-sequence Patr-A0901. The binding affinity (normalized) is 0.824. (2) The MHC is HLA-B08:01 with pseudo-sequence HLA-B08:01. The binding affinity (normalized) is 0.0847. The peptide sequence is AIKPITDQF.